From a dataset of Forward reaction prediction with 1.9M reactions from USPTO patents (1976-2016). Predict the product of the given reaction. (1) Given the reactants [NH2:1][NH:2][C:3]([C:5]1[C:10]([CH3:11])=[CH:9][CH:8]=[CH:7][N:6]=1)=[NH:4].[CH2:12]([N:14]([CH2:24][CH3:25])[C:15]1[CH:22]=[CH:21][C:18]([CH:19]=O)=[C:17]([OH:23])[CH:16]=1)[CH3:13], predict the reaction product. The product is: [CH2:24]([N:14]([CH2:12][CH3:13])[C:15]1[CH:22]=[CH:21][C:18]([C:19]2[NH:1][N:2]=[C:3]([C:5]3[C:10]([CH3:11])=[CH:9][CH:8]=[CH:7][N:6]=3)[N:4]=2)=[C:17]([OH:23])[CH:16]=1)[CH3:25]. (2) Given the reactants [NH2:1][C:2]1[N:10]=[C:9]([Cl:11])[N:8]=[C:7]2[C:3]=1[N:4]=[CH:5][N:6]2[C@H:12]1[C@@H:16]2[O:17][C:18]([CH3:21])([CH3:20])[O:19][C@@H:15]2[C@@H:14]([CH2:22][OH:23])[O:13]1.[F:24][C:25]([F:31])([F:30])[S:26](Cl)(=[O:28])=[O:27], predict the reaction product. The product is: [F:24][C:25]([F:31])([F:30])[S:26]([O:23][CH2:22][C@@H:14]1[C@@H:15]2[C@@H:16]([O:17][C:18]([CH3:20])([CH3:21])[O:19]2)[C@H:12]([N:6]2[CH:5]=[N:4][C:3]3[C:7]2=[N:8][C:9]([Cl:11])=[N:10][C:2]=3[NH2:1])[O:13]1)(=[O:28])=[O:27].